This data is from Reaction yield outcomes from USPTO patents with 853,638 reactions. The task is: Predict the reaction yield, written as a fraction of the theoretical maximum amount of product (1.0 means a 100% yield; for example, 0.34 means a 34% yield). (1) The reactants are [CH2:1]1[C:6]2([CH2:11][CH2:10][NH:9][CH2:8][CH2:7]2)[CH2:5][CH2:4][N:3]([C:12](OC(C)(C)C)=O)[CH2:2]1.[CH2:19]([O:21][C:22]1[CH:29]=[CH:28][CH:27]=[CH:26][C:23]=1C=O)[CH3:20].C(O[BH-](OC(=O)C)OC(=O)C)(=O)C.[Na+].C([O-])([O-])=O.[Na+].[Na+]. The catalyst is CN(C=O)C.O.C(O)(=O)C. The product is [CH2:19]([O:21][C:22]1[CH:29]=[CH:28][CH:27]=[CH:26][C:23]=1[CH2:12][N:3]1[CH2:2][CH2:1][C:6]2([CH2:7][CH2:8][NH:9][CH2:10][CH2:11]2)[CH2:5][CH2:4]1)[CH3:20]. The yield is 0.790. (2) The reactants are [C:1]([N:9]([CH2:16][C:17]([F:19])=[CH2:18])[C:10](=[CH2:15])[C:11]([O:13][CH3:14])=[O:12])(=O)C1C=CC=CC=1.C(C1C=CC=CC=1)(=O)C.C(C1C=CC=CC=1)(=O)C1C=CC=CC=1. The catalyst is C1C=CC=CC=1. The product is [F:19][C:17]12[CH2:15][C:10]([C:11]([O:13][CH3:14])=[O:12])([CH2:18]1)[N:9]([CH3:1])[CH2:16]2. The yield is 0.630. (3) The reactants are [Cl:1][C:2]1[CH:3]=[C:4]([NH:9][C:10]2[C:11]3[C:18]4[CH2:19][CH2:20][C:21]5([CH2:26][C:17]=4[S:16][C:12]=3[N:13]=[CH:14][N:15]=2)OCC[O:22]5)[CH:5]=[CH:6][C:7]=1[F:8]. The catalyst is C(O)(=O)C.O. The product is [Cl:1][C:2]1[CH:3]=[C:4]([NH:9][C:10]2[C:11]3[C:18]4[CH2:19][CH2:20][C:21](=[O:22])[CH2:26][C:17]=4[S:16][C:12]=3[N:13]=[CH:14][N:15]=2)[CH:5]=[CH:6][C:7]=1[F:8]. The yield is 0.980. (4) The reactants are C([O:8][C:9]1[C:14]2[N:15]([CH2:19][CH2:20][O:21][CH3:22])[C:16]([CH3:18])=[N:17][C:13]=2[CH:12]=[C:11]([C:23]([N:25]([CH3:27])[CH3:26])=[O:24])[CH:10]=1)C1C=CC=CC=1. The catalyst is C(O)C.[C].[Pd]. The product is [OH:8][C:9]1[C:14]2[N:15]([CH2:19][CH2:20][O:21][CH3:22])[C:16]([CH3:18])=[N:17][C:13]=2[CH:12]=[C:11]([C:23]([N:25]([CH3:27])[CH3:26])=[O:24])[CH:10]=1. The yield is 0.950. (5) The reactants are [C:1]([O:7][CH2:8][CH3:9])(=[O:6])[CH2:2][C:3]([CH3:5])=O.[Cl:10][C:11]1[CH:18]=[CH:17][CH:16]=[CH:15][C:12]=1[CH:13]=O.[NH4+:19].[OH-:20]. The catalyst is CCO. The product is [Cl:10][C:11]1[CH:18]=[CH:17][CH:16]=[CH:15][C:12]=1[CH:13]1[C:2]([C:1]([O:7][CH2:8][CH3:9])=[O:6])=[C:3]([CH3:5])[NH:19][C:3]([CH3:5])=[C:2]1[C:1]([O:7][CH2:8][CH3:9])=[O:20]. The yield is 0.260.